Predict which catalyst facilitates the given reaction. From a dataset of Catalyst prediction with 721,799 reactions and 888 catalyst types from USPTO. (1) Reactant: C(OC([N:11]1[CH2:17][CH2:16][CH2:15][CH:14]([NH:18][C:19](=[O:37])[C@@H:20]([NH:25][C:26]([C:28]2[O:29][C:30]3[CH:36]=[CH:35][CH:34]=[CH:33][C:31]=3[CH:32]=2)=[O:27])[CH2:21][CH:22]([CH3:24])[CH3:23])[CH:13]([OH:38])[CH2:12]1)=O)C1C=CC=CC=1.C(OCC)(=O)C.[H][H]. Product: [OH:38][CH:13]1[CH:14]([NH:18][C:19]([C@@H:20]([NH:25][C:26]([C:28]2[O:29][C:30]3[CH:36]=[CH:35][CH:34]=[CH:33][C:31]=3[CH:32]=2)=[O:27])[CH2:21][CH:22]([CH3:23])[CH3:24])=[O:37])[CH2:15][CH2:16][CH2:17][NH:11][CH2:12]1. The catalyst class is: 19. (2) Reactant: [F:1][N+]1C(C(F)(F)F)=CC(C(F)(F)F)=CC=1S([O-])(=O)=O.[OH:20][C:21]1[C:31]2[CH2:30][CH2:29][N:28]([C:32](=[O:37])[C:33]([F:36])([F:35])[F:34])[CH2:27][CH2:26][C:25]=2[CH:24]=[CH:23][CH:22]=1.C(O)(C(F)(F)F)C(F)(F)F. Product: [F:1][C:22]1[CH:23]=[CH:24][C:25]2[CH2:26][CH2:27][N:28]([C:32](=[O:37])[C:33]([F:36])([F:34])[F:35])[CH2:29][CH2:30][C:31]=2[C:21]=1[OH:20]. The catalyst class is: 2. (3) Reactant: I[Si](C)(C)C.[F:6][C:7]1[CH:8]=[C:9]([C@H:13]2[CH2:22][CH2:21][CH2:20][C@@H:19]3[N:14]2[C:15](=[O:23])[CH2:16][CH2:17][CH2:18]3)[CH:10]=[CH:11][CH:12]=1.CN(C)CCN(C)C.[I:32]I.S([O-])([O-])(=O)=S.[Na+].[Na+]. Product: [F:6][C:7]1[CH:8]=[C:9]([C@H:13]2[CH2:22][CH2:21][CH2:20][C@@H:19]3[N:14]2[C:15](=[O:23])[CH:16]([I:32])[CH2:17][CH2:18]3)[CH:10]=[CH:11][CH:12]=1. The catalyst class is: 124.